This data is from Catalyst prediction with 721,799 reactions and 888 catalyst types from USPTO. The task is: Predict which catalyst facilitates the given reaction. (1) Reactant: [Cl:1][C:2]1[CH:3]=[C:4]([CH:19]=[CH:20][C:21]=1[C:22](O)=[O:23])[C:5]([NH:7][CH2:8][C:9]1[NH:13][C:12]2[CH:14]=[CH:15][C:16]([Cl:18])=[CH:17][C:11]=2[N:10]=1)=[O:6].[CH3:25][CH:26]1[CH2:31][CH2:30][NH:29][CH2:28][CH2:27]1.CN(C(ON1N=NC2C=CC=CC1=2)=[N+](C)C)C.[B-](F)(F)(F)F.C(N(CC)CC)C. Product: [Cl:1][C:2]1[CH:3]=[C:4]([CH:19]=[CH:20][C:21]=1[C:22]([N:29]1[CH2:30][CH2:31][CH:26]([CH3:25])[CH2:27][CH2:28]1)=[O:23])[C:5]([NH:7][CH2:8][C:9]1[NH:13][C:12]2[CH:14]=[CH:15][C:16]([Cl:18])=[CH:17][C:11]=2[N:10]=1)=[O:6]. The catalyst class is: 16. (2) Reactant: [F:1][C:2]1[C:10]([N+:11]([O-:13])=[O:12])=[CH:9][CH:8]=[C:7]([F:14])[C:3]=1[C:4]([OH:6])=[O:5].[N+](=[CH2:17])=[N-].[Si](C=[N+]=[N-])(C)(C)C.N#N. Product: [F:1][C:2]1[C:10]([N+:11]([O-:13])=[O:12])=[CH:9][CH:8]=[C:7]([F:14])[C:3]=1[C:4]([O:6][CH3:17])=[O:5]. The catalyst class is: 5. (3) Reactant: Cl[C:2]1[C:7]2[O:8][CH2:9][CH2:10][CH2:11][O:12][C:6]=2[CH:5]=[C:4]([CH2:13][NH:14][CH2:15][CH:16]([CH3:18])[CH3:17])[CH:3]=1.[C:19]1([NH:25][CH:26]2[CH2:30][CH2:29][CH:28]([C:31]([OH:33])=O)[CH2:27]2)[CH:24]=[CH:23][CH:22]=[CH:21][CH:20]=1.Cl.C(N=C=NCCCN(C)C)C.O. Product: [O:8]1[C:7]2[CH:2]=[CH:3][C:4]([CH2:13][N:14]([CH2:15][CH:16]([CH3:18])[CH3:17])[C:31]([CH:28]3[CH2:29][CH2:30][CH:26]([NH:25][C:19]4[CH:20]=[CH:21][CH:22]=[CH:23][CH:24]=4)[CH2:27]3)=[O:33])=[CH:5][C:6]=2[O:12][CH2:11][CH2:10][CH2:9]1. The catalyst class is: 166.